Dataset: Drug-target binding data from BindingDB using Ki measurements. Task: Regression. Given a target protein amino acid sequence and a drug SMILES string, predict the binding affinity score between them. We predict pKi (pKi = -log10(Ki in M); higher means stronger inhibition). Dataset: bindingdb_ki. The drug is CN1c2ccc(F)cc2CC1C1=NCCN1. The target protein sequence is MAYWYFGQVWCGVYLALDVLFCTSSIVHLCAISLDRYWSVTQAVEYNLKRTPRRVKATIVAVWLISAVISFPPLVSFYRRSDGAAYPQCGLNDETWYILSSCIGSFFAPCLIMGLVYARIYRFFLSRRRRARSSVCRRKVAQAREKRFTFVLAVVMGVFVLCWFPFFFSYSLYGICREACQLPEPLFKFFFWIGYCKSSLNPVIYTVFNQDFRRSFKHILFRRRRRGFRQ. The pKi is 9.2.